The task is: Predict which catalyst facilitates the given reaction.. This data is from Catalyst prediction with 721,799 reactions and 888 catalyst types from USPTO. (1) Reactant: [Br:1][C:2]1[CH:3]=[C:4]([OH:8])[CH:5]=[CH:6][CH:7]=1.C([O-])([O-])=O.[Cs+].[Cs+].S(C1C=CC([N+]([O-])=O)=CC=1)(O[CH2:19][C@@H:20]1[O:22][CH2:21]1)(=O)=O. Product: [Br:1][C:2]1[CH:3]=[C:4]([CH:5]=[CH:6][CH:7]=1)[O:8][CH2:19][C@H:20]1[CH2:21][O:22]1. The catalyst class is: 1. (2) Reactant: [CH3:1][C:2]([O:5][C:6](O[C:6]([O:5][C:2]([CH3:4])([CH3:3])[CH3:1])=[O:7])=[O:7])([CH3:4])[CH3:3].[C:16]([O:20][C:21](=[O:28])[C@@H:22]1[CH2:26][CH2:25][C:24](=[O:27])[NH:23]1)([CH3:19])([CH3:18])[CH3:17]. Product: [C:16]([O:20][C:21](=[O:28])[C@@H:22]1[CH2:26][CH2:25][C:24](=[O:27])[N:23]1[C:6]([O:5][C:2]([CH3:4])([CH3:3])[CH3:1])=[O:7])([CH3:19])([CH3:17])[CH3:18]. The catalyst class is: 840. (3) Reactant: Br[C:2]1[S:3][C:4]([C:7]([C:9]2[C:17]3[C:12](=[N:13][CH:14]=[CH:15][CH:16]=3)[NH:11][CH:10]=2)=[O:8])=[CH:5][N:6]=1.[Cl:18][C:19]1[CH:26]=[CH:25][C:22]([CH2:23][NH2:24])=[CH:21][CH:20]=1.C(N(CC)C(C)C)(C)C. Product: [Cl:18][C:19]1[CH:26]=[CH:25][C:22]([CH2:23][NH:24][C:2]2[S:3][C:4]([C:7]([C:9]3[C:17]4[C:12](=[N:13][CH:14]=[CH:15][CH:16]=4)[NH:11][CH:10]=3)=[O:8])=[CH:5][N:6]=2)=[CH:21][CH:20]=1. The catalyst class is: 6. (4) Reactant: [CH2:1]([O:3][C:4]([C:6]1[C:7]([C:28]2[CH:36]=[CH:35][C:31]([C:32](O)=[O:33])=[CH:30][CH:29]=2)=[C:8]2[C:12](=[CH:13][C:14]=1[CH2:15][CH2:16][C:17]1[CH:22]=[CH:21][C:20]([F:23])=[CH:19][CH:18]=1)[C@@H:11]1[CH2:24][CH2:25][CH2:26][N:10]1[C:9]2=[O:27])=[O:5])[CH3:2].C(N1C=CN=C1)(N1C=CN=C1)=O.[CH2:49]([NH2:55])[C:50]1[O:54][CH:53]=[CH:52][CH:51]=1. Product: [F:23][C:20]1[CH:21]=[CH:22][C:17]([CH2:16][CH2:15][C:14]2[CH:13]=[C:12]3[C:8]([C:9](=[O:27])[N:10]4[CH2:26][CH2:25][CH2:24][C@H:11]43)=[C:7]([C:28]3[CH:29]=[CH:30][C:31]([C:32]([NH:55][CH2:49][C:50]4[O:54][CH:53]=[CH:52][CH:51]=4)=[O:33])=[CH:35][CH:36]=3)[C:6]=2[C:4]([O:3][CH2:1][CH3:2])=[O:5])=[CH:18][CH:19]=1. The catalyst class is: 1. (5) Reactant: [Cl:1][C:2]1[C:3]([NH:10][CH2:11][C:12]2[CH:17]=[CH:16][C:15]([OH:18])=[CH:14][CH:13]=2)=[N:4][C:5]([CH3:9])=[N:6][C:7]=1[CH3:8].Cl[C:20]1[CH:21]=[CH:22][C:23]2[N:24]([C:26]([N+:29]([O-:31])=[O:30])=[CH:27][N:28]=2)[N:25]=1.C(=O)([O-])[O-].[K+].[K+].O. Product: [Cl:1][C:2]1[C:3]([NH:10][CH2:11][C:12]2[CH:17]=[CH:16][C:15]([O:18][C:20]3[CH:21]=[CH:22][C:23]4[N:24]([C:26]([N+:29]([O-:31])=[O:30])=[CH:27][N:28]=4)[N:25]=3)=[CH:14][CH:13]=2)=[N:4][C:5]([CH3:9])=[N:6][C:7]=1[CH3:8]. The catalyst class is: 9. (6) Reactant: [N:1]1([CH2:6][CH2:7][O:8][C:9]2[CH:10]=[CH:11][C:12]3[O:16][C:15]([C:17]([OH:19])=O)=[CH:14][C:13]=3[CH:20]=2)[CH2:5][CH2:4][CH2:3][CH2:2]1.Cl.[CH3:22][O:23][C:24](=[O:35])[C:25]1[CH:30]=[CH:29][C:28]([O:31][CH2:32][CH2:33][NH2:34])=[CH:27][CH:26]=1.C(N(C(C)C)CC)(C)C.F[P-](F)(F)(F)(F)F.N1(OC(N(C)C)=[N+](C)C)C2N=CC=CC=2N=N1. Product: [CH3:22][O:23][C:24](=[O:35])[C:25]1[CH:26]=[CH:27][C:28]([O:31][CH2:32][CH2:33][NH:34][C:17]([C:15]2[O:16][C:12]3[CH:11]=[CH:10][C:9]([O:8][CH2:7][CH2:6][N:1]4[CH2:2][CH2:3][CH2:4][CH2:5]4)=[CH:20][C:13]=3[CH:14]=2)=[O:19])=[CH:29][CH:30]=1. The catalyst class is: 3. (7) Reactant: [BH-](OC(C)=O)(OC(C)=O)OC(C)=O.[Na+].[OH:15][C:16]([C:18]([F:21])([F:20])[F:19])=[O:17].[CH3:22][CH:23]1[CH2:28][CH2:27][N:26]([C:29]([C:31]2[CH:39]=[CH:38][C:37]3[N:36]([S:40]([CH2:43][CH2:44][CH3:45])(=[O:42])=[O:41])[C:35]4[CH2:46][CH2:47][NH:48][CH2:49][C:34]=4[C:33]=3[CH:32]=2)=[O:30])[CH2:25][CH2:24]1.[O:50]1[CH2:55][CH2:54][C:53](=O)[CH2:52][CH2:51]1.[OH-].[Na+]. Product: [CH3:22][CH:23]1[CH2:28][CH2:27][N:26]([C:29]([C:31]2[CH:39]=[CH:38][C:37]3[N:36]([S:40]([CH2:43][CH2:44][CH3:45])(=[O:41])=[O:42])[C:35]4[CH2:46][CH2:47][N:48]([CH:53]5[CH2:54][CH2:55][O:50][CH2:51][CH2:52]5)[CH2:49][C:34]=4[C:33]=3[CH:32]=2)=[O:30])[CH2:25][CH2:24]1.[C:16]([OH:17])([C:18]([F:21])([F:20])[F:19])=[O:15]. The catalyst class is: 4. (8) Reactant: [C:1]([C:3]1[CH:4]=[CH:5][C:6]([F:19])=[C:7]2[C:11]=1[NH:10][CH:9]=[C:8]2/[CH:12]=[CH:13]/[C:14]([O:16][CH2:17][CH3:18])=[O:15])#[N:2]. Product: [C:1]([C:3]1[CH:4]=[CH:5][C:6]([F:19])=[C:7]2[C:11]=1[NH:10][CH:9]=[C:8]2[CH2:12][CH2:13][C:14]([O:16][CH2:17][CH3:18])=[O:15])#[N:2]. The catalyst class is: 123.